Dataset: Full USPTO retrosynthesis dataset with 1.9M reactions from patents (1976-2016). Task: Predict the reactants needed to synthesize the given product. (1) Given the product [C:1]([O:4][C@@H:5]1[C@@H:10]([O:11][C:12](=[O:14])[CH3:13])[C@H:9]([O:15][C:16](=[O:18])[CH3:17])[C@@H:8]([O:19][CH3:20])[O:7][C@H:6]1[C:21]1[CH:26]=[CH:25][C:24]([Cl:27])=[C:23]([CH2:28][C:29]2[CH:34]=[CH:33][C:32]([O:35][S:43]([C:46]([F:49])([F:48])[F:47])(=[O:45])=[O:44])=[CH:31][CH:30]=2)[CH:22]=1)(=[O:3])[CH3:2], predict the reactants needed to synthesize it. The reactants are: [C:1]([O:4][C@@H:5]1[C@@H:10]([O:11][C:12](=[O:14])[CH3:13])[C@H:9]([O:15][C:16](=[O:18])[CH3:17])[C@@H:8]([O:19][CH3:20])[O:7][C@H:6]1[C:21]1[CH:26]=[CH:25][C:24]([Cl:27])=[C:23]([CH2:28][C:29]2[CH:34]=[CH:33][C:32]([OH:35])=[CH:31][CH:30]=2)[CH:22]=1)(=[O:3])[CH3:2].CCN(CC)CC.[S:43](O[S:43]([C:46]([F:49])([F:48])[F:47])(=[O:45])=[O:44])([C:46]([F:49])([F:48])[F:47])(=[O:45])=[O:44]. (2) Given the product [CH:7]1[CH:8]=[CH:9][C:4]([C@@H:10]2[N:11]([C:20]([O:22][C@@H:23]3[CH:27]4[CH2:28][CH2:29][N:24]([CH2:25][CH2:26]4)[CH2:31]3)=[O:21])[CH2:12][CH2:13][C:14]3[CH:15]=[CH:16][CH:17]=[CH:18][C:19]2=3)=[CH:5][CH:6]=1, predict the reactants needed to synthesize it. The reactants are: C[O-].[Na+].[C:4]1([C@H:10]2[C:19]3[C:14](=[CH:15][CH:16]=[CH:17][CH:18]=3)[CH2:13][CH2:12][N:11]2[C:20]([O:22][CH3:23])=[O:21])[CH:9]=[CH:8][CH:7]=[CH:6][CH:5]=1.[N:24]12[CH2:31]C[CH:27]([CH2:28][CH2:29]1)[C@@H:26](O)[CH2:25]2. (3) Given the product [CH2:1]([C:8]1[N:13]([CH2:14][C:34]([NH:36][CH:37]([C:46](=[O:57])[CH2:47][O:48][CH2:49][C:50]2[CH:55]=[CH:54][CH:53]=[CH:52][C:51]=2[Cl:56])[CH2:38][C:39]([OH:41])=[O:40])=[O:35])[C:12](=[O:18])[C:11]([NH:19][C:20](=[O:29])[CH2:21][CH2:22][C:23]2[CH:24]=[CH:25][CH:26]=[CH:27][CH:28]=2)=[CH:10][CH:9]=1)[C:2]1[CH:7]=[CH:6][CH:5]=[CH:4][CH:3]=1, predict the reactants needed to synthesize it. The reactants are: [CH2:1]([C:8]1[N:13]([CH2:14]C(O)=O)[C:12](=[O:18])[C:11]([NH:19][C:20](=[O:29])[CH2:21][CH2:22][C:23]2[CH:28]=[CH:27][CH:26]=[CH:25][CH:24]=2)=[CH:10][CH:9]=1)[C:2]1[CH:7]=[CH:6][CH:5]=[CH:4][CH:3]=1.C(O[C:34]([NH:36][C@H:37]([C:46](=[O:57])[CH2:47][O:48][CH2:49][C:50]1[CH:55]=[CH:54][CH:53]=[CH:52][C:51]=1[Cl:56])[CH2:38][C:39]([O:41]C(C)(C)C)=[O:40])=[O:35])C=C. (4) Given the product [CH:20]([O:19][C:10]1[CH:11]=[CH:12][C:13]([S:15]([CH3:18])(=[O:17])=[O:16])=[CH:14][C:9]=1[C:7]([N:4]1[CH2:5][CH2:6][CH:2]([O:1][C:29]2[CH:30]=[CH:31][C:26]([N+:23]([O-:25])=[O:24])=[CH:27][CH:28]=2)[CH2:3]1)=[O:8])([CH3:22])[CH3:21], predict the reactants needed to synthesize it. The reactants are: [OH:1][CH:2]1[CH2:6][CH2:5][N:4]([C:7]([C:9]2[CH:14]=[C:13]([S:15]([CH3:18])(=[O:17])=[O:16])[CH:12]=[CH:11][C:10]=2[O:19][CH:20]([CH3:22])[CH3:21])=[O:8])[CH2:3]1.[N+:23]([C:26]1[CH:31]=[CH:30][C:29](O)=[CH:28][CH:27]=1)([O-:25])=[O:24].